From a dataset of Full USPTO retrosynthesis dataset with 1.9M reactions from patents (1976-2016). Predict the reactants needed to synthesize the given product. Given the product [Br-:19].[CH2:12]([N+:1]1[C:11]2[C:6](=[CH:7][CH:8]=[CH:9][CH:10]=2)[C:4]([CH3:5])=[CH:3][CH:2]=1)[C:13]1[CH:18]=[CH:17][CH:16]=[CH:15][CH:14]=1, predict the reactants needed to synthesize it. The reactants are: [N:1]1[C:11]2[C:6](=[CH:7][CH:8]=[CH:9][CH:10]=2)[C:4]([CH3:5])=[CH:3][CH:2]=1.[CH2:12]([Br:19])[C:13]1[CH:18]=[CH:17][CH:16]=[CH:15][CH:14]=1.